Dataset: Reaction yield outcomes from USPTO patents with 853,638 reactions. Task: Predict the reaction yield, written as a fraction of the theoretical maximum amount of product (1.0 means a 100% yield; for example, 0.34 means a 34% yield). (1) The reactants are [C:1]([NH:9][CH:10]([CH3:18])[CH:11]([CH3:17])[C:12]([O:14]CC)=[O:13])(=[O:8])[C:2]1[CH:7]=[CH:6][CH:5]=[CH:4][CH:3]=1.[OH-].[Li+]. The catalyst is CO.O. The product is [C:1]([NH:9][CH:10]([CH3:18])[CH:11]([CH3:17])[C:12]([OH:14])=[O:13])(=[O:8])[C:2]1[CH:7]=[CH:6][CH:5]=[CH:4][CH:3]=1. The yield is 0.770. (2) The reactants are [C:1](Cl)(=[O:5])[O:2][CH2:3][CH3:4].[NH:7]1[CH2:11][CH2:10][CH2:9][C@@H:8]1[C:12]([OH:14])=[O:13].C(=O)([O-])[O-].[Na+].[Na+]. The catalyst is O1CCCC1.O. The product is [CH2:3]([O:2][C:1]([N:7]1[CH2:11][CH2:10][CH2:9][C@@H:8]1[C:12]([OH:14])=[O:13])=[O:5])[CH3:4]. The yield is 0.960. (3) The reactants are C[N:2](C)/[CH:3]=[CH:4]/[C:5]([C:7]1[CH:8]=[C:9]([CH:12]=[CH:13][CH:14]=1)[C:10]#[N:11])=O.C(O)C.[NH2:19]N. No catalyst specified. The product is [NH:2]1[CH:3]=[CH:4][C:5]([C:7]2[CH:8]=[C:9]([CH:12]=[CH:13][CH:14]=2)[C:10]#[N:11])=[N:19]1. The yield is 0.840. (4) The yield is 0.350. The product is [N:36]1([CH:32]2[CH2:31][CH2:30][CH:29]([N:3]3[C:2](=[O:1])[C:7]([CH2:8][C:9]4[CH:10]=[CH:11][C:12]([C:15]5[C:16]([C:21]#[N:22])=[CH:17][CH:18]=[CH:19][CH:20]=5)=[CH:13][CH:14]=4)=[C:6]([CH2:23][CH2:24][CH3:25])[N:5]4[N:26]=[CH:27][N:28]=[C:4]34)[CH2:34][CH2:33]2)[CH2:41][CH2:40][O:39][CH2:38][CH2:37]1. The reactants are [O:1]=[C:2]1[C:7]([CH2:8][C:9]2[CH:14]=[CH:13][C:12]([C:15]3[C:16]([C:21]#[N:22])=[CH:17][CH:18]=[CH:19][CH:20]=3)=[CH:11][CH:10]=2)=[C:6]([CH2:23][CH2:24][CH3:25])[N:5]2[N:26]=[CH:27][N:28]=[C:4]2[N:3]1[CH:29]1[CH2:34][CH2:33][C:32](=O)[CH2:31][CH2:30]1.[NH:36]1[CH2:41][CH2:40][O:39][CH2:38][CH2:37]1.C([BH3-])#N.[Na+].O. The catalyst is C(O)(=O)C.